Dataset: HIV replication inhibition screening data with 41,000+ compounds from the AIDS Antiviral Screen. Task: Binary Classification. Given a drug SMILES string, predict its activity (active/inactive) in a high-throughput screening assay against a specified biological target. (1) The drug is Nc1ccc(-c2ncc3cc(-c4cccc(-c5cc6cnc(-c7ccc(N)cc7)nc6c6ccccc56)c4)c4ccccc4c3n2)cc1. The result is 0 (inactive). (2) The molecule is Cc1cc(CC(O)(C(F)(F)F)C(F)(F)F)cc(CC(O)(C(F)(F)F)C(F)(F)F)n1. The result is 0 (inactive). (3) The molecule is Cc1cc([N+](=O)[O-])c(C)c2c1[nH]c1ccc(O)cc12. The result is 0 (inactive). (4) The compound is O=c1cc(-c2ccccc2)oc2c(O)c(O)cc(O)c12. The result is 1 (active). (5) The drug is COc1cc2c(c(OC)c1OC)CCC1C(=O)NN=C21. The result is 0 (inactive). (6) The drug is CC1=C(C)SC(=C2Sc3[nH+]c(O)nc(O)c3S2)S1.CCCC[N+](CCCC)(CCCC)CCCC. The result is 0 (inactive). (7) The drug is CC1(CO)C(O)CCC2(C)C1C(O)CC1CC3CC12CCC3(O)CO. The result is 0 (inactive). (8) The drug is COC(=O)C(Cc1ccccc1)NC(=O)NCCN(CCNC(=O)NC(Cc1ccccc1)C(=O)OC)C(=O)NC(Cc1ccccc1)C(=O)OC. The result is 0 (inactive).